From a dataset of Reaction yield outcomes from USPTO patents with 853,638 reactions. Predict the reaction yield, written as a fraction of the theoretical maximum amount of product (1.0 means a 100% yield; for example, 0.34 means a 34% yield). (1) The reactants are [CH3:1][O:2][C:3]1([O:32][CH3:33])[CH2:16][CH2:15][C@@H:14]2[C@:5]34[CH2:19][CH2:18][N:17]([CH2:20][CH2:21]O)[C@@H:13]2[CH2:12][C:11]2[CH:10]=[CH:9][C:8]([O:23][CH2:24][C:25]5[CH:30]=[CH:29][CH:28]=[CH:27][CH:26]=5)=[C:7]([O:31][C@@H:4]13)[C:6]4=2.C(N(C(C)C)C(C)C)C.CS([Cl:47])(=O)=O. The catalyst is C(Cl)Cl. The product is [CH3:1][O:2][C:3]1([O:32][CH3:33])[CH2:16][CH2:15][C@@H:14]2[C@:5]34[CH2:19][CH2:18][N:17]([CH2:20][CH2:21][Cl:47])[C@@H:13]2[CH2:12][C:11]2[CH:10]=[CH:9][C:8]([O:23][CH2:24][C:25]5[CH:30]=[CH:29][CH:28]=[CH:27][CH:26]=5)=[C:7]([O:31][C@@H:4]13)[C:6]4=2. The yield is 0.480. (2) The reactants are Cl.[F:2][C:3]1[CH:8]=[C:7]([I:9])[C:6]([O:10]COC)=[CH:5][N:4]=1.C(=O)(O)[O-].[Na+]. The catalyst is C1COCC1. The product is [F:2][C:3]1[N:4]=[CH:5][C:6]([OH:10])=[C:7]([I:9])[CH:8]=1. The yield is 0.970. (3) The reactants are [CH2:1]([O:3][CH2:4][C:5]1[CH:6]=[C:7]([C:11]2[CH:16]=[CH:15][C:14]([C:17]([CH3:22])([CH3:21])[C:18]([OH:20])=O)=[CH:13][CH:12]=2)[CH:8]=[N:9][CH:10]=1)[CH3:2].[CH2:23]([NH2:27])[CH:24]([CH3:26])[CH3:25]. No catalyst specified. The product is [CH2:1]([O:3][CH2:4][C:5]1[CH:6]=[C:7]([C:11]2[CH:12]=[CH:13][C:14]([C:17]([CH3:22])([CH3:21])[C:18]([NH:27][CH2:23][CH:24]([CH3:26])[CH3:25])=[O:20])=[CH:15][CH:16]=2)[CH:8]=[N:9][CH:10]=1)[CH3:2]. The yield is 0.800. (4) The reactants are [Br-].[Br:2][CH2:3][P+](C1C=CC=CC=1)(C1C=CC=CC=1)C1C=CC=CC=1.CC(C)([O-])C.[K+].[N:29]1[C:38]2[C:33](=[CH:34][CH:35]=[CH:36][CH:37]=2)[CH:32]=[CH:31][C:30]=1[CH:39]=O. The catalyst is C1COCC1. The product is [Br:2]/[CH:3]=[CH:39]\[C:30]1[CH:31]=[CH:32][C:33]2[C:38](=[CH:37][CH:36]=[CH:35][CH:34]=2)[N:29]=1. The yield is 0.591. (5) The reactants are [N:1]([O-])=O.[Na+].O.[NH2:6][C:7]1[S:8][CH:9]=[CH:10][C:11]=1[S:12]([CH2:15][C:16]([NH:18][CH2:19][C:20]1[CH:25]=[CH:24][C:23]([Cl:26])=[CH:22][CH:21]=1)=[O:17])(=[O:14])=[O:13]. The catalyst is C(O)(=O)C. The product is [Cl:26][C:23]1[CH:22]=[CH:21][C:20]([CH2:19][NH:18][C:16]([C:15]2[S:12](=[O:14])(=[O:13])[C:11]3[CH:10]=[CH:9][S:8][C:7]=3[NH:6][N:1]=2)=[O:17])=[CH:25][CH:24]=1. The yield is 0.660. (6) The reactants are [CH3:1][N:2](C(ON1N=NC2C=CC=NC1=2)=[N+](C)C)C.F[P-](F)(F)(F)(F)F.CN.CCN(C(C)C)C(C)C.[C:36]([O:40][C:41]([C:43]1[CH:44]=[CH:45][C:46]([CH3:68])=[C:47]([C:49]2[CH:50]=[C:51]3[C:57]([C:58](O)=[O:59])=[C:56]([C:61]4[CH:66]=[CH:65][C:64]([F:67])=[CH:63][CH:62]=4)[O:55][C:52]3=[N:53][CH:54]=2)[CH:48]=1)=[O:42])([CH3:39])([CH3:38])[CH3:37]. The catalyst is CN(C=O)C.CCOC(C)=O. The product is [F:67][C:64]1[CH:65]=[CH:66][C:61]([C:56]2[O:55][C:52]3=[N:53][CH:54]=[C:49]([C:47]4[CH:48]=[C:43]([CH:44]=[CH:45][C:46]=4[CH3:68])[C:41]([O:40][C:36]([CH3:37])([CH3:38])[CH3:39])=[O:42])[CH:50]=[C:51]3[C:57]=2[C:58](=[O:59])[NH:2][CH3:1])=[CH:62][CH:63]=1. The yield is 0.900.